Dataset: Forward reaction prediction with 1.9M reactions from USPTO patents (1976-2016). Task: Predict the product of the given reaction. (1) Given the reactants [Br:1][C:2]1[C:3]([CH3:11])=[N:4][C:5]([CH2:9]Br)=[CH:6][C:7]=1[CH3:8].CCCC[N+](CCCC)(CCCC)CCCC.[F-:29], predict the reaction product. The product is: [Br:1][C:2]1[C:3]([CH3:11])=[N:4][C:5]([CH2:9][F:29])=[CH:6][C:7]=1[CH3:8]. (2) Given the reactants [CH:1]([C:3]1[CH:4]=[C:5]([CH:10]=[CH:11][CH:12]=1)[C:6]([NH:8][CH3:9])=[O:7])=O.C1(P(C2C=CC=CC=2)(C2C=CC=CC=2)=[CH:20][C:21]([O:23][CH3:24])=[O:22])C=CC=CC=1, predict the reaction product. The product is: [CH3:9][NH:8][C:6]([C:5]1[CH:4]=[C:3](/[CH:1]=[CH:20]/[C:21]([O:23][CH3:24])=[O:22])[CH:12]=[CH:11][CH:10]=1)=[O:7]. (3) Given the reactants [Cl-].[Ca+2].[Cl-].[BH4-].[Na+].[F:6][C:7]1[CH:12]=[CH:11][CH:10]=[CH:9][C:8]=1[N:13]1[C:17]([CH2:18][O:19][C:20]2[CH:25]=[CH:24][CH:23]=[CH:22][CH:21]=2)=[C:16]([C:26]([N:28]([CH2:46][CH:47]([CH3:49])[CH3:48])[C@@H:29]2[CH2:34][N:33]([C:35]([O:37][C:38]([CH3:41])([CH3:40])[CH3:39])=[O:36])[CH2:32][C@H:31]([C:42](OC)=[O:43])[CH2:30]2)=[O:27])[N:15]=[N:14]1, predict the reaction product. The product is: [F:6][C:7]1[CH:12]=[CH:11][CH:10]=[CH:9][C:8]=1[N:13]1[C:17]([CH2:18][O:19][C:20]2[CH:21]=[CH:22][CH:23]=[CH:24][CH:25]=2)=[C:16]([C:26]([N:28]([CH2:46][CH:47]([CH3:49])[CH3:48])[C@H:29]2[CH2:30][C@@H:31]([CH2:42][OH:43])[CH2:32][N:33]([C:35]([O:37][C:38]([CH3:39])([CH3:40])[CH3:41])=[O:36])[CH2:34]2)=[O:27])[N:15]=[N:14]1. (4) Given the reactants C[O:2][C:3](=[O:36])[C:4]1[CH:9]=[CH:8][C:7]([CH2:10][N:11]2[C:16](=[O:17])[C:15]3[CH:18]=[C:19]([C:21](=[O:32])[NH:22][CH2:23][C:24]4[CH:29]=[CH:28][CH:27]=[C:26]([O:30]C)[CH:25]=4)[S:20][C:14]=3[N:13]([CH3:33])[C:12]2=[O:34])=[CH:6][C:5]=1[CH3:35].Br.C(O)(=O)C, predict the reaction product. The product is: [OH:30][C:26]1[CH:25]=[C:24]([CH:29]=[CH:28][CH:27]=1)[CH2:23][NH:22][C:21]([C:19]1[S:20][C:14]2[N:13]([CH3:33])[C:12](=[O:34])[N:11]([CH2:10][C:7]3[CH:8]=[CH:9][C:4]([C:3]([OH:36])=[O:2])=[C:5]([CH3:35])[CH:6]=3)[C:16](=[O:17])[C:15]=2[CH:18]=1)=[O:32].